From a dataset of Full USPTO retrosynthesis dataset with 1.9M reactions from patents (1976-2016). Predict the reactants needed to synthesize the given product. (1) Given the product [C:1]([C:4]1[CH:5]=[C:6]([NH:10][C:11]2[N:16]=[C:15]([C:17]3[CH:22]=[CH:21][N:20]=[C:19]([NH:16][CH2:15][CH2:17][CH2:18][CH2:19][NH2:20])[CH:18]=3)[CH:14]=[CH:13][N:12]=2)[CH:7]=[CH:8][CH:9]=1)([OH:3])=[O:2], predict the reactants needed to synthesize it. The reactants are: [C:1]([C:4]1[CH:5]=[C:6]([NH:10][C:11]2[N:16]=[C:15]([C:17]3[CH:22]=[CH:21][N:20]=[C:19](Cl)[CH:18]=3)[CH:14]=[CH:13][N:12]=2)[CH:7]=[CH:8][CH:9]=1)([OH:3])=[O:2]. (2) Given the product [CH3:1][C:2]1[CH:7]=[C:6]([CH3:8])[N:5]=[C:4]2[S:9][N:10]=[C:11]([O:12][CH2:14][C:15]([O:17][CH3:18])=[O:16])[C:3]=12, predict the reactants needed to synthesize it. The reactants are: [CH3:1][C:2]1[CH:7]=[C:6]([CH3:8])[N:5]=[C:4]2[S:9][NH:10][C:11](=[O:12])[C:3]=12.Br[CH2:14][C:15]([O:17][CH3:18])=[O:16].C([O-])([O-])=O.[Cs+].[Cs+].CCN(C(C)C)C(C)C.